Dataset: Full USPTO retrosynthesis dataset with 1.9M reactions from patents (1976-2016). Task: Predict the reactants needed to synthesize the given product. (1) Given the product [Cl:1][C:2]1[CH:3]=[CH:4][C:5]([CH2:6][CH:7]2[CH2:12][CH:11]([C:13]([O:15][CH3:16])=[O:14])[CH2:10][CH2:9][N:8]2[C:29]([O:31][CH3:32])=[O:30])=[CH:17][CH:18]=1, predict the reactants needed to synthesize it. The reactants are: [Cl:1][C:2]1[CH:18]=[CH:17][C:5]([CH2:6][CH:7]2[CH2:12][CH:11]([C:13]([O:15][CH3:16])=[O:14])[CH2:10][CH2:9][NH:8]2)=[CH:4][CH:3]=1.CCN(C(C)C)C(C)C.Cl[C:29]([O:31][CH3:32])=[O:30]. (2) Given the product [Cl:1][C:2]1[CH:26]=[C:25]([Cl:27])[CH:24]=[CH:23][C:3]=1[CH2:4][N:5]1[C:9]([CH2:10][CH2:11][C:12]([NH:36][S:33]([CH2:28][CH2:29][CH2:30][CH2:31][CH3:32])(=[O:35])=[O:34])=[O:14])=[CH:8][C:7]([O:15][CH2:16][C:17]2[O:18][C:19]([CH3:22])=[N:20][N:21]=2)=[N:6]1, predict the reactants needed to synthesize it. The reactants are: [Cl:1][C:2]1[CH:26]=[C:25]([Cl:27])[CH:24]=[CH:23][C:3]=1[CH2:4][N:5]1[C:9]([CH2:10][CH2:11][C:12]([OH:14])=O)=[CH:8][C:7]([O:15][CH2:16][C:17]2[O:18][C:19]([CH3:22])=[N:20][N:21]=2)=[N:6]1.[CH2:28]([S:33]([NH2:36])(=[O:35])=[O:34])[CH2:29][CH2:30][CH2:31][CH3:32].N12CCCN=C1CCCCC2.